Dataset: Reaction yield outcomes from USPTO patents with 853,638 reactions. Task: Predict the reaction yield, written as a fraction of the theoretical maximum amount of product (1.0 means a 100% yield; for example, 0.34 means a 34% yield). (1) The reactants are [CH3:1][O:2][C:3]1[CH:11]=[C:7]([C:8]([OH:10])=[O:9])[C:6]([NH2:12])=[CH:5][CH:4]=1.[C:13](OC(=O)C)(=O)[CH3:14]. No catalyst specified. The product is [CH3:13][C:14]1[O:9][C:8](=[O:10])[C:7]2[CH:11]=[C:3]([O:2][CH3:1])[CH:4]=[CH:5][C:6]=2[N:12]=1. The yield is 0.710. (2) The reactants are [CH:1]([NH2:3])=O.C(O)(=O)C.[NH2:8][C:9]1[CH:17]=[C:16]([F:18])[C:15]([F:19])=[CH:14][C:10]=1[C:11](O)=[O:12]. The catalyst is O. The product is [F:19][C:15]1[CH:14]=[C:10]2[C:9](=[CH:17][C:16]=1[F:18])[N:8]=[CH:1][N:3]=[C:11]2[OH:12]. The yield is 0.840. (3) The reactants are [CH3:1][O:2][C:3]1[C:11]2[S:10][CH:9]=[CH:8][C:7]=2[CH:6]=[CH:5][CH:4]=1.C([Li])CCC.S([C:27]#[N:28])(C1C=CC(C)=CC=1)(=O)=O. The catalyst is C1COCC1. The product is [CH3:1][O:2][C:3]1[C:11]2[S:10][C:9]([C:27]#[N:28])=[CH:8][C:7]=2[CH:6]=[CH:5][CH:4]=1. The yield is 0.270. (4) The reactants are [F:1][C:2]1[C:31]([F:32])=[CH:30][CH:29]=[CH:28][C:3]=1[O:4][C:5]1[CH:10]=[CH:9][C:8]([C:11]2[C:19]3[C:14](=[N:15][CH:16]=[N:17][C:18]=3[NH2:20])[N:13]([C@@H:21]3[CH2:26][CH2:25][CH2:24][NH:23][CH2:22]3)[N:12]=2)=[C:7]([F:27])[CH:6]=1.[C:33]([C:35](=[CH:39][CH:40]([CH3:42])[CH3:41])[C:36](O)=[O:37])#[N:34].CCN(C(C)C)C(C)C.CN(C(ON1N=NC2C=CC=NC1=2)=[N+](C)C)C.F[P-](F)(F)(F)(F)F. The catalyst is C(Cl)Cl. The product is [NH2:20][C:18]1[N:17]=[CH:16][N:15]=[C:14]2[N:13]([C@@H:21]3[CH2:26][CH2:25][CH2:24][N:23]([C:36]([C:35](=[CH:39][CH:40]([CH3:42])[CH3:41])[C:33]#[N:34])=[O:37])[CH2:22]3)[N:12]=[C:11]([C:8]3[CH:9]=[CH:10][C:5]([O:4][C:3]4[CH:28]=[CH:29][CH:30]=[C:31]([F:32])[C:2]=4[F:1])=[CH:6][C:7]=3[F:27])[C:19]=12. The yield is 0.400.